This data is from Full USPTO retrosynthesis dataset with 1.9M reactions from patents (1976-2016). The task is: Predict the reactants needed to synthesize the given product. Given the product [CH3:19][O:18][CH2:17][CH2:16][CH2:15][O:13][C:9]1[CH:8]=[CH:7][C:6]2[C:11](=[CH:12][C:3]([CH2:2][OH:1])=[CH:4][CH:5]=2)[N:10]=1, predict the reactants needed to synthesize it. The reactants are: [OH:1][CH2:2][C:3]1[CH:12]=[C:11]2[C:6]([CH:7]=[CH:8][C:9](=[O:13])[NH:10]2)=[CH:5][CH:4]=1.Cl[CH2:15][CH2:16][CH2:17][O:18][CH3:19].